This data is from Reaction yield outcomes from USPTO patents with 853,638 reactions. The task is: Predict the reaction yield, written as a fraction of the theoretical maximum amount of product (1.0 means a 100% yield; for example, 0.34 means a 34% yield). The reactants are C(OC([NH:11][CH:12]1[CH2:31][C:15]2([CH2:18][N:17]([C:19]3[CH:24]=[CH:23][CH:22]=[CH:21][C:20]=3/[CH:25]=[CH:26]/[C:27]([O:29][CH3:30])=[O:28])[CH2:16]2)[S:14](=[O:33])(=[O:32])[CH2:13]1)=O)C1C=CC=CC=1.I[Si](C)(C)C. The catalyst is C(#N)C. The product is [NH2:11][CH:12]1[CH2:31][C:15]2([CH2:18][N:17]([C:19]3[CH:24]=[CH:23][CH:22]=[CH:21][C:20]=3/[CH:25]=[CH:26]/[C:27]([O:29][CH3:30])=[O:28])[CH2:16]2)[S:14](=[O:32])(=[O:33])[CH2:13]1. The yield is 0.700.